Dataset: Peptide-MHC class I binding affinity with 185,985 pairs from IEDB/IMGT. Task: Regression. Given a peptide amino acid sequence and an MHC pseudo amino acid sequence, predict their binding affinity value. This is MHC class I binding data. (1) The peptide sequence is YVIKVSARV. The MHC is HLA-A30:01 with pseudo-sequence HLA-A30:01. The binding affinity (normalized) is 0.0927. (2) The peptide sequence is WPTVRERM. The MHC is HLA-A02:03 with pseudo-sequence HLA-A02:03. The binding affinity (normalized) is 0. (3) The peptide sequence is IGKEAIVI. The MHC is Mamu-B08 with pseudo-sequence Mamu-B08. The binding affinity (normalized) is 0.0272. (4) The peptide sequence is YMLWNSWLS. The MHC is HLA-B27:05 with pseudo-sequence HLA-B27:05. The binding affinity (normalized) is 0.330. (5) The MHC is Mamu-B52 with pseudo-sequence Mamu-B52. The binding affinity (normalized) is 0.445. The peptide sequence is FQVWQRSW.